From a dataset of Catalyst prediction with 721,799 reactions and 888 catalyst types from USPTO. Predict which catalyst facilitates the given reaction. (1) Reactant: [CH:1]([C:3]1[CH:8]=[CH:7][C:6]([C:9]2[N:14]=[CH:13][N:12]=[C:11]([NH:15][C@H:16]([C:24]([O:26][CH3:27])=[O:25])[CH2:17][C:18]3[CH:23]=[CH:22][CH:21]=[CH:20][CH:19]=3)[CH:10]=2)=[CH:5][CH:4]=1)=[O:2].[BH4-].[Na+]. Product: [OH:2][CH2:1][C:3]1[CH:8]=[CH:7][C:6]([C:9]2[N:14]=[CH:13][N:12]=[C:11]([NH:15][C@H:16]([C:24]([O:26][CH3:27])=[O:25])[CH2:17][C:18]3[CH:19]=[CH:20][CH:21]=[CH:22][CH:23]=3)[CH:10]=2)=[CH:5][CH:4]=1. The catalyst class is: 5. (2) Product: [NH2:28][CH:25]([C:18]1([C:21]([F:23])([F:24])[F:22])[CH2:17][CH2:16][CH:15]([O:14][C:3]2[CH:4]=[C:5]3[C:10](=[CH:11][C:2]=2[Cl:1])[C:9](=[O:12])[NH:8][CH:7]=[CH:6]3)[CH2:20][CH2:19]1)[CH2:26][CH3:27]. The catalyst class is: 6. Reactant: [Cl:1][C:2]1[CH:11]=[C:10]2[C:5]([CH:6]=[CH:7][N:8]=[C:9]2[O:12]C)=[CH:4][C:3]=1[O:14][CH:15]1[CH2:20][CH2:19][C:18]([CH:25]([NH2:28])[CH2:26][CH3:27])([C:21]([F:24])([F:23])[F:22])[CH2:17][CH2:16]1.CC(O)C.Cl. (3) Reactant: [NH2:1][C:2]1[C:3]([CH3:8])=[CH:4][CH:5]=[CH:6][CH:7]=1.C[Al](C)C.[CH3:13][O:14][C:15]1[CH:16]=[C:17]([CH:20]=[CH:21][CH:22]=1)[C:18]#N.ClCCl.C[OH:27]. Product: [CH3:13][O:14][C:15]1[CH:16]=[C:17]([CH:20]=[CH:21][CH:22]=1)[C:18]([NH:1][C:2]1[CH:7]=[CH:6][CH:5]=[CH:4][C:3]=1[CH3:8])=[O:27]. The catalyst class is: 11. (4) Reactant: [Cl:1][C:2]1[CH:3]=[C:4]([CH:25]=[CH:26][CH:27]=1)[CH2:5][C@@H:6]([CH2:10][CH2:11][C@H:12]([CH2:16][C:17]1[CH:22]=[CH:21][C:20]([O:23]C)=[CH:19][CH:18]=1)[C:13]([OH:15])=[O:14])[C:7]([OH:9])=[O:8].Cl.N1C=CC=CC=1. Product: [Cl:1][C:2]1[CH:3]=[C:4]([CH:25]=[CH:26][CH:27]=1)[CH2:5][C@@H:6]([CH2:10][CH2:11][C@H:12]([CH2:16][C:17]1[CH:18]=[CH:19][C:20]([OH:23])=[CH:21][CH:22]=1)[C:13]([OH:15])=[O:14])[C:7]([OH:9])=[O:8]. The catalyst class is: 6. (5) Reactant: [CH3:1][O:2][C:3]1[CH:8]=[CH:7][CH:6]=[CH:5][C:4]=1[C:9]1[C:17]2[C:12](=[N:13][CH:14]=[C:15](B3OC(C)(C)C(C)(C)O3)[CH:16]=2)[N:11]([S:27]([C:30]2[CH:35]=[CH:34][C:33]([CH3:36])=[CH:32][CH:31]=2)(=[O:29])=[O:28])[CH:10]=1.[F:37][C:38]1[C:39]([NH:48][CH:49]2[CH2:54][CH2:53][CH:52]([OH:55])[CH2:51][CH2:50]2)=[C:40]([CH:44]=[C:45](I)[CH:46]=1)[C:41]([OH:43])=[O:42].C(=O)([O-])[O-].[Na+].[Na+].Cl. Product: [F:37][C:38]1[C:39]([NH:48][CH:49]2[CH2:54][CH2:53][CH:52]([OH:55])[CH2:51][CH2:50]2)=[C:40]([CH:44]=[C:45]([C:15]2[CH:16]=[C:17]3[C:9]([C:4]4[CH:5]=[CH:6][CH:7]=[CH:8][C:3]=4[O:2][CH3:1])=[CH:10][N:11]([S:27]([C:30]4[CH:35]=[CH:34][C:33]([CH3:36])=[CH:32][CH:31]=4)(=[O:28])=[O:29])[C:12]3=[N:13][CH:14]=2)[CH:46]=1)[C:41]([OH:43])=[O:42]. The catalyst class is: 287.